From a dataset of Reaction yield outcomes from USPTO patents with 853,638 reactions. Predict the reaction yield, written as a fraction of the theoretical maximum amount of product (1.0 means a 100% yield; for example, 0.34 means a 34% yield). (1) The reactants are CC(C1C=C(C(C)C)C=C(C(C)C)C=1S(N=[N+]=[N-])(=O)=O)C.S([O-])([O-])(=O)=O.[Na+].[Na+].[N-:29]=[N+:30]=[N-:31].[H-].[K+].C(NC(C)C)(C)C.C([Li])CCC.[Si:46]([O:53][CH2:54][CH2:55][N:56]1[C:62]2[N:63]=[CH:64][CH:65]=[CH:66][C:61]=2[C:60]2[CH:67]=[CH:68][CH:69]=[CH:70][C:59]=2[CH2:58][C:57]1=[O:71])([C:49]([CH3:52])([CH3:51])[CH3:50])([CH3:48])[CH3:47].C(O)(=O)C. The catalyst is O1CCCC1. The product is [N:29]([CH:58]1[C:59]2[CH:70]=[CH:69][CH:68]=[CH:67][C:60]=2[C:61]2[CH:66]=[CH:65][CH:64]=[N:63][C:62]=2[N:56]([CH2:55][CH2:54][O:53][Si:46]([C:49]([CH3:51])([CH3:50])[CH3:52])([CH3:48])[CH3:47])[C:57]1=[O:71])=[N+:30]=[N-:31]. The yield is 0.990. (2) The reactants are [Br:1][C:2]1[CH:3]=[C:4]2[NH:10][C:9]([C:11]3[CH:12]=[C:13]([CH:15]=[CH:16][C:17]=3[Cl:18])[NH2:14])=[N:8][C:5]2=[N:6][CH:7]=1.[O:19]1[CH:23]=[CH:22][CH:21]=[C:20]1[C:24](Cl)=[O:25]. The catalyst is ClCCl. The product is [Br:1][C:2]1[CH:3]=[C:4]2[NH:10][C:9]([C:11]3[CH:12]=[C:13]([NH:14][C:24]([C:20]4[O:19][CH:23]=[CH:22][CH:21]=4)=[O:25])[CH:15]=[CH:16][C:17]=3[Cl:18])=[N:8][C:5]2=[N:6][CH:7]=1. The yield is 0.460. (3) The reactants are Br[C:2]1[CH:3]=[C:4]2[C:9](=[CH:10][C:11]=1[O:12][CH3:13])[N:8]=[N:7][C:6]([C:14]#[N:15])=[C:5]2[NH:16][C:17]1[CH:22]=[CH:21][C:20]([CH3:23])=[CH:19][C:18]=1[F:24].[N:25]1[CH:30]=[CH:29][C:28](B(O)O)=[CH:27][CH:26]=1.C([O-])([O-])=O.[K+].[K+]. The catalyst is CC(N(C)C)=O.O.C1C=CC([P]([Pd]([P](C2C=CC=CC=2)(C2C=CC=CC=2)C2C=CC=CC=2)([P](C2C=CC=CC=2)(C2C=CC=CC=2)C2C=CC=CC=2)[P](C2C=CC=CC=2)(C2C=CC=CC=2)C2C=CC=CC=2)(C2C=CC=CC=2)C2C=CC=CC=2)=CC=1. The product is [F:24][C:18]1[CH:19]=[C:20]([CH3:23])[CH:21]=[CH:22][C:17]=1[NH:16][C:5]1[C:4]2[C:9](=[CH:10][C:11]([O:12][CH3:13])=[C:2]([C:28]3[CH:29]=[CH:30][N:25]=[CH:26][CH:27]=3)[CH:3]=2)[N:8]=[N:7][C:6]=1[C:14]#[N:15]. The yield is 0.640.